This data is from Reaction yield outcomes from USPTO patents with 853,638 reactions. The task is: Predict the reaction yield, written as a fraction of the theoretical maximum amount of product (1.0 means a 100% yield; for example, 0.34 means a 34% yield). The reactants are [Cl:1][C:2]1[CH:7]=[CH:6][C:5](/[CH:8]=[CH:9]/[C:10]2[S:14][C:13]([C:15]([O:17][CH3:18])=[O:16])=[CH:12][C:11]=2[N+:19]([O-])=O)=[CH:4][CH:3]=1. The catalyst is P(OCC)(OCC)OCC. The product is [Cl:1][C:2]1[CH:7]=[CH:6][C:5]([C:8]2[NH:19][C:11]3[CH:12]=[C:13]([C:15]([O:17][CH3:18])=[O:16])[S:14][C:10]=3[CH:9]=2)=[CH:4][CH:3]=1. The yield is 0.160.